This data is from Reaction yield outcomes from USPTO patents with 853,638 reactions. The task is: Predict the reaction yield, written as a fraction of the theoretical maximum amount of product (1.0 means a 100% yield; for example, 0.34 means a 34% yield). (1) The reactants are Br[C:2]1[CH:6]=[CH:5][O:4][CH:3]=1.[CH:7]([C:9]1[CH:14]=[CH:13][C:12](B(O)O)=[CH:11][CH:10]=1)=[O:8].C(#N)C.C(=O)([O-])[O-].[Na+].[Na+]. The catalyst is Cl[Pd](Cl)([P](C1C=CC=CC=1)(C1C=CC=CC=1)C1C=CC=CC=1)[P](C1C=CC=CC=1)(C1C=CC=CC=1)C1C=CC=CC=1.C(OCC)(=O)C. The product is [O:4]1[CH:5]=[CH:6][C:2]([C:12]2[CH:13]=[CH:14][C:9]([CH:7]=[O:8])=[CH:10][CH:11]=2)=[CH:3]1. The yield is 0.600. (2) The reactants are N[C:2]([C:6]1[CH:11]=[CH:10][C:9]([F:12])=[CH:8][CH:7]=1)=[CH:3][C:4]#[N:5].Cl.[CH3:14][C:15]1[CH:20]=[CH:19][CH:18]=[CH:17][C:16]=1[NH:21][NH2:22].[OH-].[Na+]. The catalyst is Cl. The product is [F:12][C:9]1[CH:8]=[CH:7][C:6]([C:2]2[CH:3]=[C:4]([NH2:5])[N:21]([C:16]3[CH:17]=[CH:18][CH:19]=[CH:20][C:15]=3[CH3:14])[N:22]=2)=[CH:11][CH:10]=1. The yield is 0.810. (3) The reactants are C(Cl)(=O)C(Cl)=O.CS(C)=O.[C:11]([O:15][C:16]([N:18]1[CH2:22][CH2:21][CH:20]([OH:23])[CH2:19]1)=[O:17])([CH3:14])([CH3:13])[CH3:12].CCN(C(C)C)C(C)C. The catalyst is C(Cl)Cl. The product is [C:11]([O:15][C:16]([N:18]1[CH2:22][CH2:21][C:20](=[O:23])[CH2:19]1)=[O:17])([CH3:14])([CH3:12])[CH3:13]. The yield is 0.960. (4) The reactants are CO[CH:3]1[CH2:7][CH2:6][CH:5](OC)O1.Cl.[S:11]([N:21]1[C:25]2[N:26]=[CH:27][C:28]3[N:29]([C:30]([C@@H:33]4[CH2:37][CH2:36][C@H:35]([NH2:38])[CH2:34]4)=[N:31][N:32]=3)[C:24]=2[CH:23]=[CH:22]1)([C:14]1[CH:20]=[CH:19][C:17]([CH3:18])=[CH:16][CH:15]=1)(=[O:13])=[O:12].CC([O-])=O.[Na+]. The catalyst is O.C(Cl)Cl. The product is [N:38]1([C@H:35]2[CH2:36][CH2:37][C@@H:33]([C:30]3[N:29]4[C:24]5[CH:23]=[CH:22][N:21]([S:11]([C:14]6[CH:15]=[CH:16][C:17]([CH3:18])=[CH:19][CH:20]=6)(=[O:13])=[O:12])[C:25]=5[N:26]=[CH:27][C:28]4=[N:32][N:31]=3)[CH2:34]2)[CH:3]=[CH:7][CH:6]=[CH:5]1. The yield is 0.990. (5) The reactants are C1C(=O)N(Br)C(=O)C1.[Cl:9][C:10]1[C:15](/[C:16](/O)=[CH:17]\[C:18]2[CH:23]=[CH:22][N:21]=[C:20]([Cl:24])[N:19]=2)=[CH:14][CH:13]=[CH:12][C:11]=1[NH:26][S:27]([C:30]1[C:35]([F:36])=[CH:34][CH:33]=[CH:32][C:31]=1[F:37])(=[O:29])=[O:28].[O:38]1[CH2:43][CH2:42][CH:41]([C:44](=[S:46])[NH2:45])[CH2:40][CH2:39]1. The catalyst is CC(N(C)C)=O.O. The product is [Cl:9][C:10]1[C:15]([C:16]2[N:45]=[C:44]([CH:41]3[CH2:42][CH2:43][O:38][CH2:39][CH2:40]3)[S:46][C:17]=2[C:18]2[CH:23]=[CH:22][N:21]=[C:20]([Cl:24])[N:19]=2)=[CH:14][CH:13]=[CH:12][C:11]=1[NH:26][S:27]([C:30]1[C:35]([F:36])=[CH:34][CH:33]=[CH:32][C:31]=1[F:37])(=[O:29])=[O:28]. The yield is 0.501.